From a dataset of Catalyst prediction with 721,799 reactions and 888 catalyst types from USPTO. Predict which catalyst facilitates the given reaction. (1) Reactant: [F:1][C:2]1[CH:7]=[CH:6][C:5]([C:8]2([CH2:13][NH2:14])[O:12][CH2:11][CH2:10][O:9]2)=[CH:4][CH:3]=1.[Cl:15][C:16]1[CH:17]=[C:18]2[C:22](=[CH:23][CH:24]=1)[NH:21][C:20]([C:25](O)=[O:26])=[CH:19]2.CCN(C(C)C)C(C)C.C1C=CC2N(O)N=NC=2C=1.O.CCN=C=NCCCN(C)C. Product: [F:1][C:2]1[CH:3]=[CH:4][C:5]([C:8]2([CH2:13][NH:14][C:25]([C:20]3[NH:21][C:22]4[C:18]([CH:19]=3)=[CH:17][C:16]([Cl:15])=[CH:24][CH:23]=4)=[O:26])[O:9][CH2:10][CH2:11][O:12]2)=[CH:6][CH:7]=1. The catalyst class is: 3. (2) Reactant: [Cl:1][C:2]1[CH:3]=[C:4]2[C:9](=[CH:10][C:11]=1[O:12][C:13]1[CH:18]=[CH:17][C:16]([C:19](=[O:36])[NH:20][CH2:21][CH2:22][C:23]3[CH:28]=[CH:27][CH:26]=[C:25]([O:29][C:30]4[CH:35]=[CH:34][CH:33]=[CH:32][CH:31]=4)[CH:24]=3)=[CH:15][CH:14]=1)[O:8][CH2:7][CH2:6][CH:5]2[C:37]([O:39]CC)=[O:38].[OH-].[Na+].C1COCC1.Cl. Product: [Cl:1][C:2]1[CH:3]=[C:4]2[C:9](=[CH:10][C:11]=1[O:12][C:13]1[CH:14]=[CH:15][C:16]([C:19](=[O:36])[NH:20][CH2:21][CH2:22][C:23]3[CH:28]=[CH:27][CH:26]=[C:25]([O:29][C:30]4[CH:31]=[CH:32][CH:33]=[CH:34][CH:35]=4)[CH:24]=3)=[CH:17][CH:18]=1)[O:8][CH2:7][CH2:6][CH:5]2[C:37]([OH:39])=[O:38]. The catalyst class is: 336. (3) Reactant: [CH:1]([C:3]1[CH:10]=[CH:9][C:6]([C:7]#[N:8])=[CH:5][CH:4]=1)=O.[CH2:11]([O:13][CH:14]([O:19][CH2:20][CH3:21])[CH2:15][CH2:16][CH2:17][NH2:18])[CH3:12].C(OC)(OC)OC.[BH4-].[Na+]. Product: [CH2:20]([O:19][CH:14]([O:13][CH2:11][CH3:12])[CH2:15][CH2:16][CH2:17][NH:18][CH2:1][C:3]1[CH:10]=[CH:9][C:6]([C:7]#[N:8])=[CH:5][CH:4]=1)[CH3:21]. The catalyst class is: 5. (4) Reactant: C([O:8][C:9](=[O:39])[CH2:10][CH:11]([N:22]1[CH:26]=[CH:25][N:24]([C:27]2[CH:32]=[CH:31][C:30]([C:33]3[CH:38]=[CH:37][CH:36]=[CH:35][CH:34]=3)=[CH:29][CH:28]=2)[CH2:23]1)[C:12]([NH:14][C@H:15]([CH2:20][OH:21])[C:16]([CH3:19])([CH3:18])[CH3:17])=[O:13])C1C=CC=CC=1. Product: [C:30]1([C:33]2[CH:34]=[CH:35][CH:36]=[CH:37][CH:38]=2)[CH:29]=[CH:28][C:27]([N:24]2[CH:25]=[CH:26][N:22]([CH:11]([C:12]([NH:14][C@H:15]([CH2:20][OH:21])[C:16]([CH3:17])([CH3:19])[CH3:18])=[O:13])[CH2:10][C:9]([OH:39])=[O:8])[CH2:23]2)=[CH:32][CH:31]=1. The catalyst class is: 14. (5) Reactant: O[CH2:2][CH:3]([CH:6]1[CH2:10][C:9]([CH3:12])([CH3:11])[CH2:8][CH:7]1[CH3:13])[C:4]#[N:5].N12CCCC=C1CCCCN2.FC(F)(F)C(OC(=O)C(F)(F)F)=O. Product: [CH3:13][CH:7]1[CH2:8][C:9]([CH3:12])([CH3:11])[CH2:10][CH:6]1[C:3](=[CH2:2])[C:4]#[N:5]. The catalyst class is: 112.